This data is from Forward reaction prediction with 1.9M reactions from USPTO patents (1976-2016). The task is: Predict the product of the given reaction. (1) Given the reactants [NH2:1][C:2]1[N:6]([CH3:7])[N:5]=[C:4]([CH3:8])[CH:3]=1.[F:9][C:10]1[CH:17]=[CH:16][C:13]([CH:14]=O)=[CH:12][CH:11]=1.C(Cl)(=O)C.C([BH3-])#N.[Na+].C(=O)(O)[O-].[Na+], predict the reaction product. The product is: [CH3:7][N:6]1[C:2]([NH:1][CH2:14][C:13]2[CH:16]=[CH:17][C:10]([F:9])=[CH:11][CH:12]=2)=[CH:3][C:4]([CH3:8])=[N:5]1. (2) Given the reactants [C:1]1([OH:7])[CH:6]=[CH:5][CH:4]=[CH:3][CH:2]=1.[OH-].[Na+].[CH2:10]1[O:18][CH:11]1[C:12]1[CH:17]=[CH:16][CH:15]=[CH:14][CH:13]=1, predict the reaction product. The product is: [O:7]([CH:11]([C:12]1[CH:17]=[CH:16][CH:15]=[CH:14][CH:13]=1)[CH2:10][OH:18])[C:1]1[CH:6]=[CH:5][CH:4]=[CH:3][CH:2]=1.